Dataset: Forward reaction prediction with 1.9M reactions from USPTO patents (1976-2016). Task: Predict the product of the given reaction. (1) Given the reactants [CH3:1][C:2]1([CH3:10])[CH2:6][NH:5][CH:4]([C:7]([OH:9])=[O:8])[CH2:3]1.[O:11]=[C:12]1[C:20]2[C:15](=[CH:16][CH:17]=[CH:18][CH:19]=2)[C:14](=[O:21])[N:13]1[CH2:22][CH2:23][C:24](Cl)=[O:25], predict the reaction product. The product is: [O:11]=[C:12]1[C:20]2[C:15](=[CH:16][CH:17]=[CH:18][CH:19]=2)[C:14](=[O:21])[N:13]1[CH2:22][CH2:23][C:24]([N:5]1[CH2:6][C:2]([CH3:10])([CH3:1])[CH2:3][CH:4]1[C:7]([OH:9])=[O:8])=[O:25]. (2) Given the reactants [OH-].[Li+].[CH:3]1([C@H:9]([NH:14][C:15]([C:17]2[CH:22]=[CH:21][C:20]([C:23]3[CH:28]=[CH:27][C:26]([F:29])=[C:25]([F:30])[CH:24]=3)=[CH:19][C:18]=2[NH:31][C:32]([NH:34][C:35]2[C:40]([CH3:41])=[CH:39][CH:38]=[CH:37][C:36]=2[CH3:42])=[O:33])=[O:16])[C:10]([O:12]C)=[O:11])[CH2:8][CH2:7][CH2:6][CH2:5][CH2:4]1.CO.O, predict the reaction product. The product is: [CH:3]1([C@H:9]([NH:14][C:15]([C:17]2[CH:22]=[CH:21][C:20]([C:23]3[CH:28]=[CH:27][C:26]([F:29])=[C:25]([F:30])[CH:24]=3)=[CH:19][C:18]=2[NH:31][C:32]([NH:34][C:35]2[C:36]([CH3:42])=[CH:37][CH:38]=[CH:39][C:40]=2[CH3:41])=[O:33])=[O:16])[C:10]([OH:12])=[O:11])[CH2:4][CH2:5][CH2:6][CH2:7][CH2:8]1. (3) The product is: [CH3:24][C:4]1[CH:5]=[C:6]([CH2:8][CH2:9][C:10](=[O:23])[C:11]2[S:18][C:17]([CH3:19])=[C:16]3[C:12]=2[CH2:13][C@H:14]2[C:20]([CH3:22])([CH3:21])[C@H:15]23)[CH:7]=[C:2]([CH3:1])[C:3]=1[CH2:25][CH2:26][C:27]([NH:64][CH2:63][CH2:61][OH:62])=[O:29]. Given the reactants [CH3:1][C:2]1[CH:7]=[C:6]([CH2:8][CH2:9][C:10](=[O:23])[C:11]2[S:18][C:17]([CH3:19])=[C:16]3[C:12]=2[CH2:13][C@H:14]2[C:20]([CH3:22])([CH3:21])[C@H:15]23)[CH:5]=[C:4]([CH3:24])[C:3]=1[CH2:25][CH2:26][C:27]([OH:29])=O.CN(C(ON1N=NC2C=CC=CC1=2)=[N+](C)C)C.[B-](F)(F)(F)F.CCN(C(C)C)C(C)C.[CH2:61]([CH2:63][NH2:64])[OH:62], predict the reaction product. (4) Given the reactants [C:1]([NH:9][C@@H:10]1[CH2:19][CH2:18][C:13]2(OCC[O:14]2)[CH2:12][C@@H:11]1[C:20]([OH:22])=[O:21])(=[O:8])[C:2]1[CH:7]=[CH:6][CH:5]=[CH:4][CH:3]=1.Cl, predict the reaction product. The product is: [C:1]([NH:9][C@@H:10]1[CH2:19][CH2:18][C:13](=[O:14])[CH2:12][C@@H:11]1[C:20]([OH:22])=[O:21])(=[O:8])[C:2]1[CH:7]=[CH:6][CH:5]=[CH:4][CH:3]=1.